This data is from Catalyst prediction with 721,799 reactions and 888 catalyst types from USPTO. The task is: Predict which catalyst facilitates the given reaction. Reactant: C(OC(=O)[NH:7][C:8]1[O:9][CH2:10][C:11]([F:35])([F:34])[C@:12]([C:15]2[C:20]([F:21])=[CH:19][CH:18]=[C:17]([NH:22][C:23]([C:25]3[C:30]([CH3:31])=[CH:29][C:28]([C:32]#[N:33])=[CH:27][N:26]=3)=[O:24])[N:16]=2)([CH3:14])[N:13]=1)(C)(C)C.C(O)(C(F)(F)F)=O. Product: [NH2:7][C:8]1[O:9][CH2:10][C:11]([F:34])([F:35])[C@:12]([C:15]2[N:16]=[C:17]([NH:22][C:23]([C:25]3[C:30]([CH3:31])=[CH:29][C:28]([C:32]#[N:33])=[CH:27][N:26]=3)=[O:24])[CH:18]=[CH:19][C:20]=2[F:21])([CH3:14])[N:13]=1. The catalyst class is: 4.